From a dataset of Reaction yield outcomes from USPTO patents with 853,638 reactions. Predict the reaction yield, written as a fraction of the theoretical maximum amount of product (1.0 means a 100% yield; for example, 0.34 means a 34% yield). (1) The reactants are [CH3:1][O:2][C:3]1[CH:4]=[C:5]([NH:13][C:14]2[CH:19]=[N:18][CH:17]=[C:16](Cl)[N:15]=2)[CH:6]=[C:7]([O:11][CH3:12])[C:8]=1[O:9][CH3:10].[NH2:21][C:22]1[CH:27]=[CH:26][N:25]=[CH:24][CH:23]=1. No catalyst specified. The product is [N:25]1[CH:26]=[CH:27][C:22]([NH:21][C:16]2[CH:17]=[N:18][CH:19]=[C:14]([NH:13][C:5]3[CH:4]=[C:3]([O:2][CH3:1])[C:8]([O:9][CH3:10])=[C:7]([O:11][CH3:12])[CH:6]=3)[N:15]=2)=[CH:23][CH:24]=1. The yield is 0.100. (2) The product is [CH2:1]([O:3][C:4]1[CH:5]=[C:6]([CH:9]=[CH:10][C:11]=1[O:12][CH2:13][O:14][CH2:15][CH2:16][O:17][CH3:18])[CH:7]=[O:8])[CH3:2]. No catalyst specified. The yield is 0.910. The reactants are [CH2:1]([O:3][C:4]1[CH:5]=[C:6]([CH:9]=[CH:10][C:11]=1[OH:12])[CH:7]=[O:8])[CH3:2].[CH3:13][O:14][CH2:15][CH2:16][O:17][CH2:18]Cl. (3) The reactants are [N:1]1[CH:6]=[CH:5][CH:4]=[C:3]([CH:7](O)[CH3:8])[CH:2]=1.[Cl:10][C:11]1[N:19]=[C:18]([N:20]2[C:24]3[CH:25]=[C:26]([C:29]#[N:30])[CH:27]=[CH:28][C:23]=3[N:22]=[CH:21]2)[N:17]=[C:16]2[C:12]=1[NH:13][C:14](=[O:31])[NH:15]2. No catalyst specified. The product is [Cl:10][C:11]1[N:19]=[C:18]([N:20]2[C:24]3[CH:25]=[C:26]([C:29]#[N:30])[CH:27]=[CH:28][C:23]=3[N:22]=[CH:21]2)[N:17]=[C:16]2[C:12]=1[NH:13][C:14](=[O:31])[N:15]2[CH:7]([C:3]1[CH:2]=[N:1][CH:6]=[CH:5][CH:4]=1)[CH3:8]. The yield is 0.260. (4) The reactants are [CH3:1][O:2][C:3]1[CH:4]=[C:5]2[C:10](=[CH:11][C:12]=1[O:13][CH3:14])[N:9]=[CH:8][CH:7]=[C:6]2[O:15][C:16]1[CH:22]=[CH:21][C:19]([NH2:20])=[C:18]([N+:23]([O-:25])=[O:24])[CH:17]=1.ClC(Cl)(O[C:30](=[O:36])OC(Cl)(Cl)Cl)Cl.[NH2:38][N:39]1[CH2:44][CH2:43][CH2:42][CH2:41][CH2:40]1.C(=O)(O)[O-].[Na+]. The catalyst is C(Cl)Cl.C(N(CC)CC)C.C1(C)C=CC=CC=1. The product is [CH3:1][O:2][C:3]1[CH:4]=[C:5]2[C:10](=[CH:11][C:12]=1[O:13][CH3:14])[N:9]=[CH:8][CH:7]=[C:6]2[O:15][C:16]1[CH:22]=[CH:21][C:19]([NH:20][C:30]([NH:38][N:39]2[CH2:44][CH2:43][CH2:42][CH2:41][CH2:40]2)=[O:36])=[C:18]([N+:23]([O-:25])=[O:24])[CH:17]=1. The yield is 0.510. (5) The reactants are [CH2:1]([N:8]1[CH2:13][CH2:12][CH:11]([N:14]=[CH:15][C:16]2[CH:21]=[CH:20][N:19]=[CH:18][CH:17]=2)[CH2:10][CH2:9]1)[C:2]1[CH:7]=[CH:6][CH:5]=[CH:4][CH:3]=1.C[Si]([C:26]#[N:27])(C)C. The catalyst is CO. The product is [CH2:1]([N:8]1[CH2:13][CH2:12][CH:11]([NH:14][CH:15]([C:16]2[CH:21]=[CH:20][N:19]=[CH:18][CH:17]=2)[C:26]#[N:27])[CH2:10][CH2:9]1)[C:2]1[CH:7]=[CH:6][CH:5]=[CH:4][CH:3]=1. The yield is 1.00. (6) The reactants are COC1C=C(OC)C=CC=1C[N:6]([C:32]1[S:36][N:35]=[CH:34][N:33]=1)[S:7]([C:10]1[CH:15]=[C:14]([F:16])[C:13]([O:17][C@H:18]2[CH2:24][CH2:23][CH2:22][CH2:21][CH2:20][C@@H:19]2[C:25]2[CH:30]=[CH:29][CH:28]=[CH:27][CH:26]=2)=[CH:12][C:11]=1[F:31])(=[O:9])=[O:8].C([SiH](CC)CC)C.FC(F)(F)C(O)=O. The catalyst is ClCCl. The product is [F:31][C:11]1[CH:12]=[C:13]([O:17][C@H:18]2[CH2:24][CH2:23][CH2:22][CH2:21][CH2:20][C@@H:19]2[C:25]2[CH:26]=[CH:27][CH:28]=[CH:29][CH:30]=2)[C:14]([F:16])=[CH:15][C:10]=1[S:7]([NH:6][C:32]1[S:36][N:35]=[CH:34][N:33]=1)(=[O:9])=[O:8]. The yield is 0.800. (7) The reactants are Br[C:2]1[CH:9]=[CH:8][C:5]([CH:6]=[O:7])=[CH:4][CH:3]=1.[CH:10]1(B(O)O)[CH2:12][CH2:11]1.P([O-])([O-])([O-])=O.[K+].[K+].[K+]. The catalyst is C1(C)C=CC=CC=1.C([O-])(=O)C.[Pd+2].C([O-])(=O)C.C1(P(C2CCCCC2)C2CCCCC2)CCCCC1. The product is [CH:10]1([C:2]2[CH:9]=[CH:8][C:5]([CH:6]=[O:7])=[CH:4][CH:3]=2)[CH2:12][CH2:11]1. The yield is 0.610.